Binary Classification. Given a T-cell receptor sequence (or CDR3 region) and an epitope sequence, predict whether binding occurs between them. From a dataset of TCR-epitope binding with 47,182 pairs between 192 epitopes and 23,139 TCRs. (1) The epitope is LPPAYTNSF. The TCR CDR3 sequence is CARAGTVQANQPQHF. Result: 1 (the TCR binds to the epitope). (2) The epitope is YSEHPTFTSQY. The TCR CDR3 sequence is CASSFGEVWAGELFF. Result: 0 (the TCR does not bind to the epitope). (3) The epitope is QECVRGTTVL. The TCR CDR3 sequence is CASSPPTGAGAGISYTF. Result: 0 (the TCR does not bind to the epitope). (4) The epitope is GTSGSPIVNR. Result: 0 (the TCR does not bind to the epitope). The TCR CDR3 sequence is CASSYGVNTEAFF. (5) The epitope is GTITSGWTF. The TCR CDR3 sequence is CASRPGSRETDTQYF. Result: 0 (the TCR does not bind to the epitope). (6) The epitope is RPPIFIRRL. The TCR CDR3 sequence is CSVVDRGENTGELFF. Result: 0 (the TCR does not bind to the epitope). (7) The epitope is GILGFVFTL. The TCR CDR3 sequence is CAIGTGHPRTF. Result: 1 (the TCR binds to the epitope).